Dataset: Forward reaction prediction with 1.9M reactions from USPTO patents (1976-2016). Task: Predict the product of the given reaction. Given the reactants [NH2:1][C@H:2]1[C:11]2[C:6](=[CH:7][CH:8]=[C:9]([C:12]3[CH:13]=[N:14][N:15]([CH2:17][CH2:18][O:19][CH3:20])[CH:16]=3)[CH:10]=2)[N:5]([C:21](=[O:23])[CH3:22])[C@@H:4]([CH:24]2[CH2:26][CH2:25]2)[C@@H:3]1[CH3:27].CN(C1C(C2C(P(C3CCCCC3)C3CCCCC3)=CC=CC=2)=CC=CC=1)C.CC(C)([O-])C.[Na+].Br[C:63]1[CH:68]=[N:67][C:66]([CH3:69])=[CH:65][N:64]=1, predict the reaction product. The product is: [CH:24]1([C@H:4]2[C@H:3]([CH3:27])[C@@H:2]([NH:1][C:63]3[CH:68]=[N:67][C:66]([CH3:69])=[CH:65][N:64]=3)[C:11]3[C:6](=[CH:7][CH:8]=[C:9]([C:12]4[CH:13]=[N:14][N:15]([CH2:17][CH2:18][O:19][CH3:20])[CH:16]=4)[CH:10]=3)[N:5]2[C:21](=[O:23])[CH3:22])[CH2:26][CH2:25]1.